Task: Predict the reactants needed to synthesize the given product.. Dataset: Full USPTO retrosynthesis dataset with 1.9M reactions from patents (1976-2016) Given the product [CH3:27][O:19][C:18](=[O:20])[C:17](=[C:13]1[C:14]2[C:9](=[CH:8][C:7]([NH:6][C:4](=[O:5])[C:3]3[C:2]([F:1])=[CH:25][CH:24]=[CH:23][C:22]=3[F:26])=[CH:16][CH:15]=2)[CH2:10][CH2:11][CH2:12]1)[CH3:21], predict the reactants needed to synthesize it. The reactants are: [F:1][C:2]1[CH:25]=[CH:24][CH:23]=[C:22]([F:26])[C:3]=1[C:4]([NH:6][C:7]1[CH:8]=[C:9]2[C:14](=[CH:15][CH:16]=1)[C:13](=[C:17]([CH3:21])[C:18]([OH:20])=[O:19])[CH2:12][CH2:11][CH2:10]2)=[O:5].[CH3:27][Si](C)(C)C=[N+]=[N-].